Dataset: Full USPTO retrosynthesis dataset with 1.9M reactions from patents (1976-2016). Task: Predict the reactants needed to synthesize the given product. (1) Given the product [F:14][C:8]1[CH:9]=[C:10]2[C:5](=[CH:6][CH:7]=1)[N:4]=[C:3]([C@@H:15]([N:17]1[C:25](=[O:26])[C:24]3[C:19](=[CH:20][CH:21]=[CH:22][CH:23]=3)[C:18]1=[O:27])[CH3:16])[C:2]([C:30]1[CH:29]=[N:28][CH:33]=[CH:32][CH:31]=1)=[C:11]2[O:12][CH3:13], predict the reactants needed to synthesize it. The reactants are: Br[C:2]1[C:3]([C@@H:15]([N:17]2[C:25](=[O:26])[C:24]3[C:19](=[CH:20][CH:21]=[CH:22][CH:23]=3)[C:18]2=[O:27])[CH3:16])=[N:4][C:5]2[C:10]([C:11]=1[O:12][CH3:13])=[CH:9][C:8]([F:14])=[CH:7][CH:6]=2.[N:28]1[CH:33]=[CH:32][CH:31]=[C:30](B(O)O)[CH:29]=1.C(=O)([O-])[O-].[K+].[K+].N#N. (2) Given the product [Cl:57][C:54]1[CH:55]=[CH:56][C:34]2[O:33][C:32]3[C:29](=[O:31])[NH:30][C:38]([C@@H:40]4[CH2:44][C@H:43]([OH:45])[CH2:42][N:41]4[C:46]([O:48][C:49]([CH3:51])([CH3:52])[CH3:50])=[O:47])=[N:37][C:36]=3[C:35]=2[CH:53]=1, predict the reactants needed to synthesize it. The reactants are: BrC1C=CC2OC3C(=O)NC(C4CCN(C(OC(C)(C)C)=O)CC4)=NC=3C=2C=1.[C:29]([C:32]1[O:33][C:34]2[CH:56]=[CH:55][C:54]([Cl:57])=[CH:53][C:35]=2[C:36]=1[NH:37][C:38]([C@@H:40]1[CH2:44][C@H:43]([OH:45])[CH2:42][N:41]1[C:46]([O:48][C:49]([CH3:52])([CH3:51])[CH3:50])=[O:47])=O)(=[O:31])[NH2:30].BrC1C=CC2OC(C(=O)N)=C(NC(C3CCN(C(OC(C)(C)C)=O)CC3)=O)C=2C=1.